The task is: Predict which catalyst facilitates the given reaction.. This data is from Catalyst prediction with 721,799 reactions and 888 catalyst types from USPTO. Reactant: [NH2:1][C:2]1[CH:3]=[CH:4][C:5]([N:10]2[CH2:15][CH2:14][N:13]([CH:16]([C:23]3[CH:28]=[CH:27][CH:26]=[CH:25][CH:24]=3)[C:17]3[CH:18]=[N:19][CH:20]=[CH:21][CH:22]=3)[CH2:12][CH2:11]2)=[C:6]([CH:9]=1)[C:7]#[N:8].C(N(CC)CC)C.[CH2:36]([CH:38]([CH2:42][CH3:43])[C:39](Cl)=[O:40])[CH3:37]. Product: [C:7]([C:6]1[CH:9]=[C:2]([NH:1][C:39](=[O:40])[CH:38]([CH2:42][CH3:43])[CH2:36][CH3:37])[CH:3]=[CH:4][C:5]=1[N:10]1[CH2:11][CH2:12][N:13]([CH:16]([C:23]2[CH:24]=[CH:25][CH:26]=[CH:27][CH:28]=2)[C:17]2[CH:18]=[N:19][CH:20]=[CH:21][CH:22]=2)[CH2:14][CH2:15]1)#[N:8]. The catalyst class is: 1.